From a dataset of Reaction yield outcomes from USPTO patents with 853,638 reactions. Predict the reaction yield, written as a fraction of the theoretical maximum amount of product (1.0 means a 100% yield; for example, 0.34 means a 34% yield). The reactants are [C:1]([O:5][C:6]([N:8]([C@H:16]1[CH2:24][CH2:23][CH2:22][C@H:21]([O:25][CH2:26][C:27]([CH3:29])=[CH2:28])[C@@H:20]([O:30][CH2:31]/[CH:32]=[CH:33]/[C:34]([F:37])([F:36])[F:35])[C@H:19]([CH3:38])[O:18][C:17]1=[O:39])[C:9](=[O:15])[O:10][C:11]([CH3:14])([CH3:13])[CH3:12])=[O:7])([CH3:4])([CH3:3])[CH3:2]. The catalyst is CCOC(C)=O.[Pd]. The product is [C:1]([O:5][C:6]([N:8]([C@H:16]1[CH2:24][CH2:23][CH2:22][C@H:21]([O:25][CH2:26][CH:27]([CH3:29])[CH3:28])[C@@H:20]([O:30][CH2:31][CH2:32][CH2:33][C:34]([F:35])([F:36])[F:37])[C@H:19]([CH3:38])[O:18][C:17]1=[O:39])[C:9](=[O:15])[O:10][C:11]([CH3:13])([CH3:14])[CH3:12])=[O:7])([CH3:3])([CH3:4])[CH3:2]. The yield is 1.00.